Dataset: Forward reaction prediction with 1.9M reactions from USPTO patents (1976-2016). Task: Predict the product of the given reaction. (1) Given the reactants [CH:1]1([CH2:4][O:5][CH2:6][C:7]2[NH:12][C:11](=S)[NH:10][C:9](=[O:14])[CH:8]=2)[CH2:3][CH2:2]1.BrCC(O)=[O:18].[OH-].[Na+], predict the reaction product. The product is: [CH:1]1([CH2:4][O:5][CH2:6][C:7]2[NH:12][C:11](=[O:18])[NH:10][C:9](=[O:14])[CH:8]=2)[CH2:3][CH2:2]1. (2) Given the reactants [OH:1][C:2]1[CH:12]=[CH:11][C:5]([CH:6]=[CH:7][C:8]([OH:10])=[O:9])=[CH:4][C:3]=1[O:13][CH3:14].C(OC(=O)C)(=O)C, predict the reaction product. The product is: [C:8]([OH:10])(=[O:9])[CH3:7].[C:8]([OH:10])(=[O:9])/[CH:7]=[CH:6]/[C:5]1[CH:11]=[CH:12][C:2]([OH:1])=[C:3]([O:13][CH3:14])[CH:4]=1. (3) The product is: [Br:16][C:17]1[CH:28]=[C:21]([C:22]([C:7]2[C:8]3[CH:13]=[N:12][C:11]([Cl:14])=[N:10][C:9]=3[N:5]([C:1]([CH3:4])([CH3:3])[CH3:2])[CH:6]=2)=[O:23])[CH:20]=[N:19][CH:18]=1. Given the reactants [C:1]([N:5]1[C:9]2[N:10]=[C:11]([Cl:14])[N:12]=[CH:13][C:8]=2[C:7](I)=[CH:6]1)([CH3:4])([CH3:3])[CH3:2].[Br:16][C:17]1[CH:18]=[N:19][CH:20]=[C:21]([CH:28]=1)[C:22](N(OC)C)=[O:23], predict the reaction product. (4) Given the reactants [CH3:1][C:2]([S:9][C:10]1[CH:15]=[CH:14][CH:13]=[CH:12][C:11]=1[C:16]1[CH:21]=[CH:20][N:19]=[CH:18][CH:17]=1)([CH3:8])[C:3]([O:5]CC)=[O:4].[OH-].[Na+], predict the reaction product. The product is: [CH3:8][C:2]([S:9][C:10]1[CH:15]=[CH:14][CH:13]=[CH:12][C:11]=1[C:16]1[CH:17]=[CH:18][N:19]=[CH:20][CH:21]=1)([CH3:1])[C:3]([OH:5])=[O:4]. (5) Given the reactants [C:1]([CH2:4][N:5]1[C:9]([C:10]2[CH:15]=[C:14]([CH3:16])[CH:13]=[CH:12][C:11]=2O)=[C:8]([C:18]([OH:20])=[O:19])[CH:7]=[N:6]1)([OH:3])=O.CCN=C=N[CH2:26][CH2:27][CH2:28][N:29]([CH3:31])C.[CH2:32]([N:34](CC)CC)C.CN(C(ON1N=N[C:49]2[CH:50]=[CH:51]C=N[C:48]1=2)=[N+](C)C)C.F[P-](F)(F)(F)(F)F, predict the reaction product. The product is: [CH:27]1([CH2:28][NH:29][CH2:31][CH2:32][NH:34][C:1](=[O:3])[CH2:4][N:5]2[C:9]3[C:10]4[CH:15]=[C:14]([CH3:16])[CH:13]=[CH:12][C:11]=4[O:20][C:18](=[O:19])[C:8]=3[CH:7]=[N:6]2)[CH2:26][CH2:51][CH2:50][CH2:49][CH2:48]1. (6) The product is: [F:18][C:17]1[CH:16]=[CH:15][C:12]([CH:13]2[C:21]3[C:22](=[O:26])[NH:23][N:24]([CH3:25])[C:20]=3[NH:19][C:5]3[CH2:6][O:1][CH2:2][C:3](=[O:8])[C:4]2=3)=[CH:11][C:10]=1[I:9]. Given the reactants [O:1]1[CH2:6][C:5](=O)[CH2:4][C:3](=[O:8])[CH2:2]1.[I:9][C:10]1[CH:11]=[C:12]([CH:15]=[CH:16][C:17]=1[F:18])[CH:13]=O.[NH2:19][C:20]1[N:24]([CH3:25])[NH:23][C:22](=[O:26])[CH:21]=1, predict the reaction product.